Dataset: Full USPTO retrosynthesis dataset with 1.9M reactions from patents (1976-2016). Task: Predict the reactants needed to synthesize the given product. (1) Given the product [Cl:9][C:10]1[CH:11]=[C:12]([CH:15]=[CH:16][CH:17]=1)[CH2:13][NH:14][C:4](=[O:5])[CH:3]([O:7][CH3:8])[O:2][CH3:1], predict the reactants needed to synthesize it. The reactants are: [CH3:1][O:2][CH:3]([O:7][CH3:8])[C:4](O)=[O:5].[Cl:9][C:10]1[CH:11]=[C:12]([CH:15]=[CH:16][CH:17]=1)[CH2:13][NH2:14].CN(C(ON1N=NC2C=CC=NC1=2)=[N+](C)C)C.F[P-](F)(F)(F)(F)F.CCN(CC)CC. (2) Given the product [CH2:1]([O:8][CH:9]1[CH2:14][CH2:13][CH2:12][CH2:11][CH:10]1[NH:15][C:16]([C:18]1[N:19]([CH2:24][C:25](=[O:41])[NH:26][CH:27]2[CH2:32][CH2:31][CH2:30][CH2:29][CH:28]2[O:33][CH2:34][C:35]2[CH:40]=[CH:39][CH:38]=[CH:37][CH:36]=2)[N:20]=[C:21]([NH:23][S:48]([C:42]2[CH:47]=[CH:46][CH:45]=[CH:44][CH:43]=2)(=[O:50])=[O:49])[CH:22]=1)=[O:17])[C:2]1[CH:3]=[CH:4][CH:5]=[CH:6][CH:7]=1, predict the reactants needed to synthesize it. The reactants are: [CH2:1]([O:8][CH:9]1[CH2:14][CH2:13][CH2:12][CH2:11][CH:10]1[NH:15][C:16]([C:18]1[N:19]([CH2:24][C:25](=[O:41])[NH:26][CH:27]2[CH2:32][CH2:31][CH2:30][CH2:29][CH:28]2[O:33][CH2:34][C:35]2[CH:40]=[CH:39][CH:38]=[CH:37][CH:36]=2)[N:20]=[C:21]([NH2:23])[CH:22]=1)=[O:17])[C:2]1[CH:7]=[CH:6][CH:5]=[CH:4][CH:3]=1.[C:42]1([S:48](Cl)(=[O:50])=[O:49])[CH:47]=[CH:46][CH:45]=[CH:44][CH:43]=1. (3) Given the product [CH2:16]([O:23][C:24]1[C:25]([CH3:35])=[CH:26][C:27]([C:28]2[O:13][C:11]([C:9]3[CH:8]=[C:7]([O:14][CH3:15])[CH:6]=[C:5]([CH2:1][CH:2]([CH3:3])[CH3:4])[N:10]=3)=[N:31][N:30]=2)=[CH:32][C:33]=1[CH3:34])[C:17]1[CH:18]=[CH:19][CH:20]=[CH:21][CH:22]=1, predict the reactants needed to synthesize it. The reactants are: [CH2:1]([C:5]1[N:10]=[C:9]([C:11]([OH:13])=O)[CH:8]=[C:7]([O:14][CH3:15])[CH:6]=1)[CH:2]([CH3:4])[CH3:3].[CH2:16]([O:23][C:24]1[C:33]([CH3:34])=[CH:32][C:27]([C:28]([NH:30][NH2:31])=O)=[CH:26][C:25]=1[CH3:35])[C:17]1[CH:22]=[CH:21][CH:20]=[CH:19][CH:18]=1.CCN(C(C)C)C(C)C.C1CN([P+](ON2N=NC3C=CC=CC2=3)(N2CCCC2)N2CCCC2)CC1.F[P-](F)(F)(F)(F)F.FC(F)(F)S(OS(C(F)(F)F)(=O)=O)(=O)=O.CN(C)CCCN. (4) Given the product [NH2:8][C:5]1[CH:6]=[CH:7][C:2]([N:11]2[CH2:15][CH2:14][CH:13]([NH:16][C:17](=[O:23])[O:18][C:19]([CH3:21])([CH3:20])[CH3:22])[CH2:12]2)=[N:3][CH:4]=1, predict the reactants needed to synthesize it. The reactants are: Cl[C:2]1[CH:7]=[CH:6][C:5]([N+:8]([O-])=O)=[CH:4][N:3]=1.[NH:11]1[CH2:15][CH2:14][CH:13]([NH:16][C:17](=[O:23])[O:18][C:19]([CH3:22])([CH3:21])[CH3:20])[CH2:12]1. (5) Given the product [C:12](/[C:14](/[C:19]1[S:20][CH:21]=[CH:22][CH:23]=1)=[CH:15]/[C:16]([N:1]=[N+:2]=[N-:3])=[O:17])#[N:13], predict the reactants needed to synthesize it. The reactants are: [N-:1]=[N+:2]=[N-:3].[Na+].O1CCOCC1.O.[C:12](/[C:14](/[C:19]1[S:20][CH:21]=[CH:22][CH:23]=1)=[CH:15]/[C:16](Cl)=[O:17])#[N:13].O. (6) Given the product [Cl:31][C:25]1[CH:24]=[C:23]([C:20]2[CH:21]=[CH:22][N:18]([CH2:17][C@@H:16]([NH:15][C:12]([C:10]3[N:11]=[C:7]([C:4]4[CH:3]=[CH:2][N:1]=[CH:6][CH:5]=4)[S:8][CH:9]=3)=[O:14])[CH3:32])[N:19]=2)[CH:30]=[CH:29][C:26]=1[C:27]#[N:28], predict the reactants needed to synthesize it. The reactants are: [N:1]1[CH:6]=[CH:5][C:4]([C:7]2[S:8][CH:9]=[C:10]([C:12]([OH:14])=O)[N:11]=2)=[CH:3][CH:2]=1.[NH2:15][C@@H:16]([CH3:32])[CH2:17][N:18]1[CH:22]=[CH:21][C:20]([C:23]2[CH:30]=[CH:29][C:26]([C:27]#[N:28])=[C:25]([Cl:31])[CH:24]=2)=[N:19]1. (7) Given the product [C:1]([CH:21]([CH2:20][CH2:19][CH2:18][CH2:17][NH2:16])[C:22]([OH:24])=[O:23])(=[O:5])[CH:2]=[CH2:3], predict the reactants needed to synthesize it. The reactants are: [C:1](N[C@H](C(O)=O)CCC(O)=O)(=[O:5])[C:2](C)=[CH2:3].[NH2:16][CH2:17][CH2:18][CH2:19][CH2:20][CH2:21][C:22]([OH:24])=[O:23].[OH-].[Na+].C(Cl)(=O)C=C.Cl. (8) Given the product [OH:20][C@H:21]1[CH2:34][CH2:33][N:42]([C:16]([C:12]2[CH:13]=[CH:14][C:15]3[C:2](=[O:1])[C:3]4[C:8]([O:9][C:10]=3[CH:11]=2)=[CH:7][CH:6]=[CH:5][CH:4]=4)=[O:18])[CH2:22]1, predict the reactants needed to synthesize it. The reactants are: [O:1]=[C:2]1[C:15]2[CH:14]=[CH:13][C:12]([C:16]([OH:18])=O)=[CH:11][C:10]=2[O:9][C:8]2[C:3]1=[CH:4][CH:5]=[CH:6][CH:7]=2.C[O:20][C:21]1[CH:34]=[CH:33]C=C2[C:22]=1OC1C=C(C(O)=O)C=CC=1C2=O.O[C@H]1CC[NH:42]C1.C(NCC)C.CN(C(ON1N=NC2C=CC=NC1=2)=[N+](C)C)C.F[P-](F)(F)(F)(F)F.CN(C(ON1N=NC2C=CC=CC1=2)=[N+](C)C)C.F[P-](F)(F)(F)(F)F.